This data is from Reaction yield outcomes from USPTO patents with 853,638 reactions. The task is: Predict the reaction yield, written as a fraction of the theoretical maximum amount of product (1.0 means a 100% yield; for example, 0.34 means a 34% yield). (1) The reactants are [F:1][C:2]1[CH:7]=[CH:6][C:5]([O:8][C:9](=[O:42])[N:10]([C@H:13]2[C@H:17]([C:18]3[CH:23]=[CH:22][C:21]([F:24])=[CH:20][CH:19]=3)[CH2:16][N:15]([C:25]([CH:27]3[CH2:32][CH2:31][N:30]([C:33]4[CH:38]=[CH:37][C:36]([C:39](=[O:41])[CH3:40])=[CH:35][N:34]=4)[CH2:29][CH2:28]3)=[O:26])[CH2:14]2)[CH2:11][CH3:12])=[CH:4][CH:3]=1.BrC1(Br)C(=O)NC(=O)NC1=O.[CH2:54]([NH:56][CH2:57][CH3:58])[CH3:55]. The catalyst is O1CCOCC1. The product is [F:1][C:2]1[CH:7]=[CH:6][C:5]([O:8][C:9](=[O:42])[N:10]([C@H:13]2[C@H:17]([C:18]3[CH:19]=[CH:20][C:21]([F:24])=[CH:22][CH:23]=3)[CH2:16][N:15]([C:25]([CH:27]3[CH2:32][CH2:31][N:30]([C:33]4[CH:38]=[CH:37][C:36]([C:39](=[O:41])[CH2:40][N:56]([CH2:57][CH3:58])[CH2:54][CH3:55])=[CH:35][N:34]=4)[CH2:29][CH2:28]3)=[O:26])[CH2:14]2)[CH2:11][CH3:12])=[CH:4][CH:3]=1. The yield is 0.260. (2) The product is [O:28]=[S:20]1(=[O:29])[C:21]2[CH:27]=[CH:26][CH:25]=[CH:24][C:22]=2[CH2:23][N:17]([C:4]2[CH:3]=[C:2]([NH:30][C:31]3([CH2:35][NH:36][C:37](=[O:42])[C:38]([F:39])([F:40])[F:41])[CH2:34][O:33][CH2:32]3)[C:11]3[C:6](=[CH:7][CH:8]=[C:9]([CH3:43])[CH:10]=3)[N:5]=2)[CH2:18][CH2:19]1. The catalyst is O1CCOCC1.[Pd](Cl)Cl.C1(P(C2C=CC=CC=2)[C-]2C=CC=C2)C=CC=CC=1.[C-]1(P(C2C=CC=CC=2)C2C=CC=CC=2)C=CC=C1.[Fe+2].C1(P(C2C=CC=CC=2)[C-]2C=CC=C2)C=CC=CC=1.[C-]1(P(C2C=CC=CC=2)C2C=CC=CC=2)C=CC=C1.[Fe+2]. The yield is 0.260. The reactants are Cl[C:2]1[C:11]2[C:6](=[CH:7][CH:8]=[C:9](OC(F)(F)F)[CH:10]=2)[N:5]=[C:4]([N:17]2[CH2:23][C:22]3[CH:24]=[CH:25][CH:26]=[CH:27][C:21]=3[S:20](=[O:29])(=[O:28])[CH2:19][CH2:18]2)[CH:3]=1.[NH2:30][C:31]1([CH2:35][NH:36][C:37](=[O:42])[C:38]([F:41])([F:40])[F:39])[CH2:34][O:33][CH2:32]1.[CH3:43]C(C)([O-])C.[Na+].O. (3) The reactants are [N:1]([CH2:4][CH2:5][O:6][CH2:7][CH2:8][O:9][CH2:10][CH2:11][O:12][CH2:13][CH2:14][O:15][CH2:16][CH2:17][O:18][CH2:19][CH2:20][O:21][CH2:22][CH2:23][O:24][CH2:25][CH2:26]O)=[N+:2]=[N-:3].CCN(S(F)(F)[F:34])CC. The catalyst is C(Cl)Cl. The product is [N:1]([CH2:4][CH2:5][O:6][CH2:7][CH2:8][O:9][CH2:10][CH2:11][O:12][CH2:13][CH2:14][O:15][CH2:16][CH2:17][O:18][CH2:19][CH2:20][O:21][CH2:22][CH2:23][O:24][CH2:25][CH2:26][F:34])=[N+:2]=[N-:3]. The yield is 0.240.